Dataset: Forward reaction prediction with 1.9M reactions from USPTO patents (1976-2016). Task: Predict the product of the given reaction. (1) Given the reactants [C:1]([C:5]1[CH:30]=[CH:29][C:8]([CH2:9][N:10]2[CH2:14][CH:13]([CH2:15][CH2:16][CH2:17][C:18]3[CH:23]=[CH:22][C:21]([O:24][CH3:25])=[C:20](I)[CH:19]=3)[N:12]([CH3:27])[C:11]2=[O:28])=[CH:7][CH:6]=1)([CH3:4])([CH3:3])[CH3:2].[CH3:31]B(O)O.C(=O)([O-])[O-].[Cs+].[Cs+], predict the reaction product. The product is: [C:1]([C:5]1[CH:30]=[CH:29][C:8]([CH2:9][N:10]2[CH2:14][CH:13]([CH2:15][CH2:16][CH2:17][C:18]3[CH:23]=[CH:22][C:21]([O:24][CH3:25])=[C:20]([CH3:31])[CH:19]=3)[N:12]([CH3:27])[C:11]2=[O:28])=[CH:7][CH:6]=1)([CH3:4])([CH3:3])[CH3:2]. (2) The product is: [CH2:45]([C@@H:47]1[N:51]([C:19](=[O:21])[C@@H:18]([NH:17][C:15]([O:14][CH3:13])=[O:16])[C@@H:22]([CH3:25])[CH2:23][CH3:24])[C@H:50]([C:52]([OH:54])=[O:53])[CH2:49][CH2:48]1)[CH3:46]. Given the reactants COC(N[C@@H](C(C)C)C(O)=O)=O.[CH3:13][O:14][C:15]([NH:17][C@@H:18]([C@@H:22]([CH3:25])[CH2:23][CH3:24])[C:19]([OH:21])=O)=[O:16].C[C@@H]1N[C@H](C(OCC)=O)CC1.C(O)(C(F)(F)F)=O.Cl.[CH2:45]([C@@H:47]1[NH:51][C@H:50]([C:52]([O:54]C)=[O:53])[CH2:49][CH2:48]1)[CH3:46], predict the reaction product. (3) Given the reactants Cl[CH2:2][C:3]1[CH:8]=[CH:7][C:6]([C@H:9]2[C@H:14]([O:15][Si](C(C)C)(C(C)C)C(C)C)[CH2:13][NH:12][CH2:11][C@@H:10]2[O:26][CH:27]([C:38]2[CH:39]=[CH:40][C:41]3[O:46][CH2:45][CH2:44][N:43]([CH2:47][CH2:48][CH2:49][O:50][CH3:51])[C:42]=3[CH:52]=2)S(C2C=CC(C)=CC=2)(=O)=O)=[CH:5][CH:4]=1.[CH3:53][O:54][CH2:55][C@H:56]([CH3:59])[CH2:57][OH:58], predict the reaction product. The product is: [CH3:53][O:54][CH2:55][C@H:56]([CH3:59])[CH2:57][O:58][CH2:2][C:3]1[CH:8]=[CH:7][C:6]([C@@H:9]2[C@@H:10]([O:26][CH2:27][C:38]3[CH:39]=[CH:40][C:41]4[O:46][CH2:45][CH2:44][N:43]([CH2:47][CH2:48][CH2:49][O:50][CH3:51])[C:42]=4[CH:52]=3)[CH2:11][NH:12][CH2:13][C@H:14]2[OH:15])=[CH:5][CH:4]=1. (4) Given the reactants Br[C:2]1[CH:3]=[CH:4][C:5]([CH3:23])=[C:6]([CH:22]=1)[C:7]([NH:9][C:10]1[C:11]([CH3:21])=[C:12]([CH:17]=[CH:18][C:19]=1[CH3:20])[C:13]([O:15][CH3:16])=[O:14])=[O:8].[C:24]([Si:28]([CH3:38])([CH3:37])[O:29][CH2:30][CH:31]1[CH2:36][CH2:35][CH2:34][NH:33][CH2:32]1)([CH3:27])([CH3:26])[CH3:25].C([O-])([O-])=O.[Cs+].[Cs+].COC1C=CC=C(OC)C=1C1C=CC=CC=1P(C1CCCCC1)C1CCCCC1, predict the reaction product. The product is: [Si:28]([O:29][CH2:30][CH:31]1[CH2:36][CH2:35][CH2:34][N:33]([C:2]2[CH:3]=[CH:4][C:5]([CH3:23])=[C:6]([CH:22]=2)[C:7]([NH:9][C:10]2[C:11]([CH3:21])=[C:12]([CH:17]=[CH:18][C:19]=2[CH3:20])[C:13]([O:15][CH3:16])=[O:14])=[O:8])[CH2:32]1)([C:24]([CH3:27])([CH3:26])[CH3:25])([CH3:38])[CH3:37].